This data is from NCI-60 drug combinations with 297,098 pairs across 59 cell lines. The task is: Regression. Given two drug SMILES strings and cell line genomic features, predict the synergy score measuring deviation from expected non-interaction effect. (1) Drug 1: C1CC(=O)NC(=O)C1N2CC3=C(C2=O)C=CC=C3N. Drug 2: C1CN(P(=O)(OC1)NCCCl)CCCl. Cell line: SF-295. Synergy scores: CSS=3.56, Synergy_ZIP=-2.44, Synergy_Bliss=0.172, Synergy_Loewe=0.306, Synergy_HSA=0.959. (2) Drug 1: CNC(=O)C1=NC=CC(=C1)OC2=CC=C(C=C2)NC(=O)NC3=CC(=C(C=C3)Cl)C(F)(F)F. Drug 2: C(CC(=O)O)C(=O)CN.Cl. Cell line: RPMI-8226. Synergy scores: CSS=-0.0580, Synergy_ZIP=2.63, Synergy_Bliss=4.04, Synergy_Loewe=-5.38, Synergy_HSA=-0.328. (3) Drug 1: C1=CC(=CC=C1CCCC(=O)O)N(CCCl)CCCl. Drug 2: C1=NC2=C(N1)C(=S)N=CN2. Cell line: NCIH23. Synergy scores: CSS=46.8, Synergy_ZIP=-8.14, Synergy_Bliss=-9.30, Synergy_Loewe=-7.99, Synergy_HSA=-5.83. (4) Drug 1: CC1=C(C(CCC1)(C)C)C=CC(=CC=CC(=CC(=O)O)C)C. Drug 2: C(CCl)NC(=O)N(CCCl)N=O. Cell line: U251. Synergy scores: CSS=36.1, Synergy_ZIP=-5.46, Synergy_Bliss=1.47, Synergy_Loewe=-3.49, Synergy_HSA=-0.390. (5) Cell line: M14. Drug 2: CC1=CC2C(CCC3(C2CCC3(C(=O)C)OC(=O)C)C)C4(C1=CC(=O)CC4)C. Synergy scores: CSS=12.9, Synergy_ZIP=2.98, Synergy_Bliss=8.31, Synergy_Loewe=3.59, Synergy_HSA=5.39. Drug 1: CC(CN1CC(=O)NC(=O)C1)N2CC(=O)NC(=O)C2. (6) Drug 1: C1C(C(OC1N2C=C(C(=O)NC2=O)F)CO)O. Drug 2: CCC1=C2CN3C(=CC4=C(C3=O)COC(=O)C4(CC)O)C2=NC5=C1C=C(C=C5)O. Cell line: MALME-3M. Synergy scores: CSS=16.3, Synergy_ZIP=-4.35, Synergy_Bliss=-4.09, Synergy_Loewe=-2.11, Synergy_HSA=-1.12. (7) Drug 1: CC1=C2C(C(=O)C3(C(CC4C(C3C(C(C2(C)C)(CC1OC(=O)C(C(C5=CC=CC=C5)NC(=O)OC(C)(C)C)O)O)OC(=O)C6=CC=CC=C6)(CO4)OC(=O)C)OC)C)OC. Drug 2: CCC1(CC2CC(C3=C(CCN(C2)C1)C4=CC=CC=C4N3)(C5=C(C=C6C(=C5)C78CCN9C7C(C=CC9)(C(C(C8N6C=O)(C(=O)OC)O)OC(=O)C)CC)OC)C(=O)OC)O.OS(=O)(=O)O. Cell line: 786-0. Synergy scores: CSS=65.3, Synergy_ZIP=12.6, Synergy_Bliss=12.6, Synergy_Loewe=6.01, Synergy_HSA=14.2.